Dataset: Catalyst prediction with 721,799 reactions and 888 catalyst types from USPTO. Task: Predict which catalyst facilitates the given reaction. (1) The catalyst class is: 1. Product: [I:1][C:2]1[C:12]([C:13]([O:15][CH2:16][CH3:17])=[O:14])=[C:5]2[CH2:6][NH:7][CH:8]([CH3:10])[CH2:9][N:4]2[N:3]=1. Reactant: [I:1][C:2]1[C:12]([C:13]([O:15][CH2:16][CH3:17])=[O:14])=[C:5]2[C:6](=O)[NH:7][CH:8]([CH3:10])[CH2:9][N:4]2[N:3]=1.B.C1COCC1.C(O)C. (2) Reactant: O[C:2]1([C:23]2[CH:28]=[CH:27][CH:26]=[CH:25][CH:24]=2)[C:6]2[CH:7]=[C:8]([NH:13][C:14](=[O:20])[CH2:15][C:16]([CH3:19])([CH3:18])[CH3:17])[C:9]([CH3:12])=[C:10]([CH3:11])[C:5]=2[O:4][C:3]1([CH3:22])[CH3:21]. Product: [CH3:21][C:3]1([CH3:22])[CH:2]([C:23]2[CH:24]=[CH:25][CH:26]=[CH:27][CH:28]=2)[C:6]2[CH:7]=[C:8]([NH:13][C:14](=[O:20])[CH2:15][C:16]([CH3:19])([CH3:18])[CH3:17])[C:9]([CH3:12])=[C:10]([CH3:11])[C:5]=2[O:4]1. The catalyst class is: 175. (3) Reactant: [NH:1]1[CH2:5][CH2:4][CH2:3][CH2:2]1.[CH3:6][O:7][C@@H:8]1[CH2:16][N:15]2[C@H:10]([CH2:11][C:12](=O)[CH2:13][C:14]2=[O:17])[CH2:9]1. Product: [CH3:6][O:7][C@@H:8]1[CH2:16][N:15]2[C@@H:10]([CH2:11][C:12]([N:1]3[CH2:5][CH2:4][CH2:3][CH2:2]3)=[CH:13][C:14]2=[O:17])[CH2:9]1. The catalyst class is: 8. (4) Reactant: C([Cl:4])(=O)C.[CH3:5][C:6]1([CH3:26])[C:10]([CH3:12])([CH3:11])[O:9][B:8]([C:13]2[CH2:18][CH2:17][N:16](C(OC(C)(C)C)=O)[CH2:15][CH:14]=2)[O:7]1. Product: [ClH:4].[CH3:11][C:10]1([CH3:12])[C:6]([CH3:5])([CH3:26])[O:7][B:8]([C:13]2[CH2:18][CH2:17][NH:16][CH2:15][CH:14]=2)[O:9]1. The catalyst class is: 5. (5) Reactant: CC1(C)C(C)(C)OB([CH2:9][C:10]2[CH:15]=[CH:14][C:13]([CH2:16][O:17][CH:18]3[CH2:23][CH2:22][CH2:21][CH2:20][O:19]3)=[CH:12][CH:11]=2)O1.Br[C:26]1[C:33]([C:34]#[N:35])=[C:32]([OH:36])[C:31]([O:37][CH3:38])=[CH:30][C:27]=1[C:28]#[N:29].C(Cl)Cl.C(=O)([O-])O.[Na+]. Product: [OH:36][C:32]1[C:31]([O:37][CH3:38])=[CH:30][C:27]([C:28]#[N:29])=[C:26]([CH2:9][C:10]2[CH:11]=[CH:12][C:13]([CH2:16][O:17][CH:18]3[CH2:23][CH2:22][CH2:21][CH2:20][O:19]3)=[CH:14][CH:15]=2)[C:33]=1[C:34]#[N:35]. The catalyst class is: 40. (6) The catalyst class is: 36. Product: [Cl:1][C:2]1[CH:7]=[CH:6][C:5]([S:8]([NH:11][C@H:12]2[CH2:13][CH2:14][C@H:15]([C:18]([OH:20])=[O:19])[CH2:16][CH2:17]2)(=[O:10])=[O:9])=[CH:4][C:3]=1[NH:22][CH2:23][CH3:24]. Reactant: [Cl:1][C:2]1[CH:7]=[CH:6][C:5]([S:8]([NH:11][C@H:12]2[CH2:17][CH2:16][C@H:15]([C:18]([O:20]C)=[O:19])[CH2:14][CH2:13]2)(=[O:10])=[O:9])=[CH:4][C:3]=1[NH:22][CH2:23][CH3:24].Cl. (7) Reactant: [N+:1]([C:4]1[CH:12]=[C:11]2[C:7]([CH:8]=[N:9][NH:10]2)=[CH:6][CH:5]=1)([O-:3])=[O:2].CS(O[CH2:18][CH2:19][CH2:20][O:21][CH3:22])(=O)=O.C([O-])([O-])=O.[K+].[K+].O. Product: [CH3:22][O:21][CH2:20][CH2:19][CH2:18][N:10]1[C:11]2[C:7](=[CH:6][CH:5]=[C:4]([N+:1]([O-:3])=[O:2])[CH:12]=2)[CH:8]=[N:9]1. The catalyst class is: 23. (8) Reactant: [OH:1][C:2]1[CH:7]=[CH:6][C:5]([C@H:8]2[C@H:13]([O:14][Si:15]([CH:22]([CH3:24])[CH3:23])([CH:19]([CH3:21])[CH3:20])[CH:16]([CH3:18])[CH3:17])[CH2:12][NH:11][CH2:10][C@@H:9]2[OH:25])=[CH:4][CH:3]=1.C(=O)(O)[O-].[Na+].Cl[C:32]([O:34][CH2:35][C:36]1[CH:41]=[CH:40][CH:39]=[CH:38][CH:37]=1)=[O:33]. Product: [OH:25][C@@H:9]1[C@@H:8]([C:5]2[CH:6]=[CH:7][C:2]([OH:1])=[CH:3][CH:4]=2)[C@H:13]([O:14][Si:15]([CH:19]([CH3:21])[CH3:20])([CH:22]([CH3:24])[CH3:23])[CH:16]([CH3:17])[CH3:18])[CH2:12][N:11]([C:32]([O:34][CH2:35][C:36]2[CH:41]=[CH:40][CH:39]=[CH:38][CH:37]=2)=[O:33])[CH2:10]1. The catalyst class is: 13. (9) Reactant: [CH2:1]=[C:2]1[O:6][C:4](=[O:5])[CH2:3]1.[NH2:7][CH2:8][C@@H:9]1[O:13][C:12](=[O:14])[N:11]([C:15]2[CH:20]=[CH:19][C:18]([C:21]3[S:22][CH2:23][C:24](=[O:27])[NH:25][N:26]=3)=[C:17]([F:28])[CH:16]=2)[CH2:10]1.C(N(CC)CC)C. Product: [F:28][C:17]1[CH:16]=[C:15]([N:11]2[CH2:10][C@H:9]([CH2:8][NH:7][C:4](=[O:5])[CH2:3][C:2](=[O:6])[CH3:1])[O:13][C:12]2=[O:14])[CH:20]=[CH:19][C:18]=1[C:21]1[S:22][CH2:23][C:24](=[O:27])[NH:25][N:26]=1. The catalyst class is: 3.